From a dataset of Full USPTO retrosynthesis dataset with 1.9M reactions from patents (1976-2016). Predict the reactants needed to synthesize the given product. The reactants are: [N:1]1([C:6]2[CH:7]=[C:8]3[C:13](=[CH:14][CH:15]=2)[N:12]=[C:11]([C:16]2[CH:21]=[CH:20][CH:19]=[CH:18][CH:17]=2)[N:10]=[CH:9]3)[CH:5]=[CH:4][N:3]=[CH:2]1.[C:22]([OH:29])(=[O:28])/[CH:23]=[CH:24]\[C:25]([OH:27])=[O:26]. Given the product [C:22]([OH:29])(=[O:28])/[CH:23]=[CH:24]\[C:25]([OH:27])=[O:26].[N:1]1([C:6]2[CH:7]=[C:8]3[C:13](=[CH:14][CH:15]=2)[N:12]=[C:11]([C:16]2[CH:21]=[CH:20][CH:19]=[CH:18][CH:17]=2)[N:10]=[CH:9]3)[CH:5]=[CH:4][N:3]=[CH:2]1, predict the reactants needed to synthesize it.